Task: Predict which catalyst facilitates the given reaction.. Dataset: Catalyst prediction with 721,799 reactions and 888 catalyst types from USPTO (1) Reactant: NCC1C=CC(CN2CCCCC2)=NC=1.[C:16]([O:20][C:21]([NH:23][CH2:24][C:25]1[CH:26]=[N:27][C:28]([CH2:31][N:32]2CCCCC2)=[CH:29][CH:30]=1)=[O:22])([CH3:19])([CH3:18])[CH3:17].Cl. Product: [C:16]([O:20][C:21]([NH:23][CH2:24][C:25]1[CH:26]=[N:27][C:28]([C:31]#[N:32])=[CH:29][CH:30]=1)=[O:22])([CH3:19])([CH3:17])[CH3:18]. The catalyst class is: 5. (2) Product: [CH2:9]([O:8][CH:7]([O:11][CH2:12][CH3:13])[C:6]1[O:5][C:4]2[CH:14]=[CH:15][CH:16]=[CH:17][C:3]=2[C:2]=1[C:26](=[O:34])[C:27]1[CH:32]=[CH:31][CH:30]=[CH:29][C:28]=1[F:33])[CH3:10]. Reactant: Br[C:2]1[C:3]2[CH:17]=[CH:16][CH:15]=[CH:14][C:4]=2[O:5][C:6]=1[CH:7]([O:11][CH2:12][CH3:13])[O:8][CH2:9][CH3:10].C([Li])(C)(C)C.CON(C)[C:26](=[O:34])[C:27]1[CH:32]=[CH:31][CH:30]=[CH:29][C:28]=1[F:33].O. The catalyst class is: 28. (3) Reactant: [F:1][B-:2]([F:5])([F:4])[F:3].[F:6][C:7]([F:28])([F:27])[O:8][C:9]1[CH:14]=[CH:13][CH:12]=[CH:11][C:10]=1[N+:15]1[CH:20]=[CH:19][C:18]([C:21]2[CH:26]=[CH:25][NH+:24]=[CH:23][CH:22]=2)=[CH:17][CH:16]=1.[F:29][B-:30]([F:33])([F:32])[F:31].C1(C)C=CC(S(O[C:44]2[CH:49]=[CH:48][C:47]([N+:50]([O-:52])=[O:51])=[CH:46][C:45]=2[N+:53]([O-:55])=[O:54])(=O)=O)=CC=1. Product: [F:1][B-:2]([F:5])([F:4])[F:3].[F:29][B-:30]([F:33])([F:32])[F:31].[N+:50]([C:47]1[CH:46]=[C:45]([N+:53]([O-:55])=[O:54])[CH:44]=[CH:49][C:48]=1[N+:24]1[CH:25]=[CH:26][C:21]([C:18]2[CH:17]=[CH:16][N+:15]([C:10]3[CH:11]=[CH:12][CH:13]=[CH:14][C:9]=3[O:8][C:7]([F:6])([F:27])[F:28])=[CH:20][CH:19]=2)=[CH:22][CH:23]=1)([O-:52])=[O:51]. The catalyst class is: 23. (4) Reactant: [NH:1]1[C:9]2[C:4](=[CH:5][CH:6]=[CH:7][C:8]=2[C:10]([O:12][CH3:13])=[O:11])[CH:3]=[CH:2]1.[Br:14]N1C(=O)CCC1=O. Product: [Br:14][C:3]1[C:4]2[C:9](=[C:8]([C:10]([O:12][CH3:13])=[O:11])[CH:7]=[CH:6][CH:5]=2)[NH:1][CH:2]=1. The catalyst class is: 107. (5) Reactant: [C:1]([O:5][C@@H:6]([C:11]1[C:12]([CH3:42])=[CH:13][C:14]2[N:15]([CH:25]=[C:26]([C:28]3[NH:29][C:30]([CH2:34][C:35]4[CH:40]=[CH:39][C:38]([F:41])=[CH:37][CH:36]=4)=[C:31](Cl)[N:32]=3)[N:27]=2)[C:16]=1[N:17]1[CH2:22][CH2:21][C:20]([CH3:24])([CH3:23])[CH2:19][CH2:18]1)[C:7]([O:9]C)=[O:8])([CH3:4])([CH3:3])[CH3:2].[H][H]. Product: [C:1]([O:5][C@@H:6]([C:11]1[C:12]([CH3:42])=[CH:13][C:14]2[N:15]([CH:25]=[C:26]([C:28]3[NH:29][C:30]([CH2:34][C:35]4[CH:36]=[CH:37][C:38]([F:41])=[CH:39][CH:40]=4)=[CH:31][N:32]=3)[N:27]=2)[C:16]=1[N:17]1[CH2:18][CH2:19][C:20]([CH3:24])([CH3:23])[CH2:21][CH2:22]1)[C:7]([OH:9])=[O:8])([CH3:2])([CH3:3])[CH3:4]. The catalyst class is: 19.